This data is from Forward reaction prediction with 1.9M reactions from USPTO patents (1976-2016). The task is: Predict the product of the given reaction. (1) Given the reactants [CH2:1]([O:5][C:6]1[C:11]([CH:12]=[CH:13][C:14]([NH:16][CH2:17][C:18]2[CH:23]=[CH:22][C:21]([NH:24][S:25]([CH3:28])(=[O:27])=[O:26])=[C:20]([F:29])[CH:19]=2)=[O:15])=[CH:10][CH:9]=[C:8]([C:30]([F:33])([F:32])[F:31])[N:7]=1)[CH2:2][CH2:3][CH3:4].CO, predict the reaction product. The product is: [CH2:1]([O:5][C:6]1[C:11]([CH2:12][CH2:13][C:14]([NH:16][CH2:17][C:18]2[CH:23]=[CH:22][C:21]([NH:24][S:25]([CH3:28])(=[O:26])=[O:27])=[C:20]([F:29])[CH:19]=2)=[O:15])=[CH:10][CH:9]=[C:8]([C:30]([F:32])([F:33])[F:31])[N:7]=1)[CH2:2][CH2:3][CH3:4]. (2) Given the reactants [CH3:1][C:2]1[C:3]([C:7]([O:9][CH3:10])=[O:8])=[CH:4][NH:5][CH:6]=1.Br[C:12]1[CH:17]=[C:16]([C:18]2([CH3:21])[CH2:20][CH2:19]2)[CH:15]=[C:14]([C:22]([CH3:25])([CH3:24])[CH3:23])[CH:13]=1.CN[C@@H]1CCCC[C@H]1NC.[O-]P([O-])([O-])=O.[K+].[K+].[K+], predict the reaction product. The product is: [C:22]([C:14]1[CH:13]=[C:12]([N:5]2[CH:6]=[C:2]([CH3:1])[C:3]([C:7]([O:9][CH3:10])=[O:8])=[CH:4]2)[CH:17]=[C:16]([C:18]2([CH3:21])[CH2:20][CH2:19]2)[CH:15]=1)([CH3:25])([CH3:23])[CH3:24]. (3) Given the reactants C(N(C(C)C)CC)(C)C.CCN=C=NCCCN(C)C.[CH3:21][O:22][C:23](=[O:45])[CH2:24][CH:25]1[C:31]2[CH:32]=[CH:33][CH:34]=[CH:35][C:30]=2[C:29](=[O:36])[N:28]([CH3:37])[C:27]2[CH:38]=[C:39]([C:42](O)=[O:43])[CH:40]=[CH:41][C:26]1=2.[NH2:46][CH2:47][C:48]1[CH:53]=[CH:52][C:51]([NH:54][C:55]2[NH:59][C:58]3[CH:60]=[CH:61][CH:62]=[CH:63][C:57]=3[N:56]=2)=[CH:50][CH:49]=1, predict the reaction product. The product is: [NH:59]1[C:58]2[CH:60]=[CH:61][CH:62]=[CH:63][C:57]=2[N:56]=[C:55]1[NH:54][C:51]1[CH:50]=[CH:49][C:48]([CH2:47][NH:46][C:42]([C:39]2[CH:40]=[CH:41][C:26]3[CH:25]([CH2:24][C:23]([O:22][CH3:21])=[O:45])[C:31]4[CH:32]=[CH:33][CH:34]=[CH:35][C:30]=4[C:29](=[O:36])[N:28]([CH3:37])[C:27]=3[CH:38]=2)=[O:43])=[CH:53][CH:52]=1. (4) Given the reactants [NH2:1][C:2]1[CH:7]=[CH:6][C:5]([OH:8])=[C:4]([F:9])[CH:3]=1.[N-:10]=[N+:11]=[N-:12].[Na+].[CH2:14](OC(OCC)OCC)C, predict the reaction product. The product is: [F:9][C:4]1[CH:3]=[C:2]([N:1]2[CH:14]=[N:12][N:11]=[N:10]2)[CH:7]=[CH:6][C:5]=1[OH:8]. (5) The product is: [F:61][C@@H:62]1[CH2:66][CH2:65][N:64]([CH:12]2[CH2:11][CH2:10][N:9]([C:7]3[CH:8]=[C:3]([O:2][CH3:1])[C:4]([N+:20]([O-:22])=[O:21])=[CH:5][C:6]=3[CH3:19])[CH2:18][CH2:17]2)[CH2:63]1. Given the reactants [CH3:1][O:2][C:3]1[C:4]([N+:20]([O-:22])=[O:21])=[CH:5][C:6]([CH3:19])=[C:7]([N:9]2[CH2:18][CH2:17][C:12]3(OCCO3)[CH2:11][CH2:10]2)[CH:8]=1.O.C1(C)C=CC(S(O)(=O)=O)=CC=1.C(=O)([O-])[O-].[K+].[K+].COC1C([N+]([O-])=O)=CC(C)=C(N2CCC(=O)CC2)C=1.Cl.[F:61][C@@H:62]1[CH2:66][CH2:65][NH:64][CH2:63]1.C(O[BH-](OC(=O)C)OC(=O)C)(=O)C.[Na+], predict the reaction product.